This data is from Forward reaction prediction with 1.9M reactions from USPTO patents (1976-2016). The task is: Predict the product of the given reaction. (1) Given the reactants [C:1]1(=[O:7])[CH2:6][CH2:5][CH2:4][CH:3]=[CH:2]1.[CH2:8]([SH:24])[CH2:9][CH2:10][CH2:11][CH2:12][CH2:13][CH2:14][CH2:15][CH2:16][CH2:17][CH2:18][CH2:19][CH2:20][CH2:21][CH2:22][CH3:23], predict the reaction product. The product is: [CH2:8]([S:24][CH:3]1[CH2:4][CH2:5][CH2:6][C:1](=[O:7])[CH2:2]1)[CH2:9][CH2:10][CH2:11][CH2:12][CH2:13][CH2:14][CH2:15][CH2:16][CH2:17][CH2:18][CH2:19][CH2:20][CH2:21][CH2:22][CH3:23]. (2) Given the reactants [Cl:1][C:2]1[CH:11]=[CH:10][C:5]([C:6]([NH:8][NH2:9])=[S:7])=[CH:4][CH:3]=1.[F:12][CH:13]([F:23])[O:14][C:15]1[CH:22]=[CH:21][CH:20]=[CH:19][C:16]=1[CH:17]=O.CCN(C(C)C)C(C)C, predict the reaction product. The product is: [Cl:1][C:2]1[CH:11]=[CH:10][C:5]([C:6]2[S:7][CH:17]([C:16]3[CH:19]=[CH:20][CH:21]=[CH:22][C:15]=3[O:14][CH:13]([F:12])[F:23])[NH:9][N:8]=2)=[CH:4][CH:3]=1. (3) Given the reactants Cl[CH2:2][C:3]([NH:5][C:6]1[N:24]=[C:9]2[CH:10]=[CH:11][CH:12]=[C:13]([C:14]3[CH:23]=[CH:22][C:17]4[O:18][CH2:19][CH2:20][O:21][C:16]=4[CH:15]=3)[N:8]2[N:7]=1)=[O:4].C(N(CC)CC)C.[CH3:32][N:33]1[CH2:38][CH2:37][NH:36][CH2:35][CH2:34]1, predict the reaction product. The product is: [O:18]1[C:17]2[CH:22]=[CH:23][C:14]([C:13]3[N:8]4[N:7]=[C:6]([NH:5][C:3](=[O:4])[CH2:2][N:36]5[CH2:37][CH2:38][N:33]([CH3:32])[CH2:34][CH2:35]5)[N:24]=[C:9]4[CH:10]=[CH:11][CH:12]=3)=[CH:15][C:16]=2[O:21][CH2:20][CH2:19]1. (4) Given the reactants C(O[CH:5]1[C@@H:10]([O:11][C:12](=O)[CH3:13])[C@H:9]([O:15][C:16](=[O:18])[CH3:17])[C@@H:8]([O:19][C:20](=[O:22])[CH3:21])[C@H:7]([C:23]2[CH:28]=[CH:27][C:26]([Cl:29])=[C:25]([CH2:30][C:31]3[CH:36]=[CH:35][C:34]([O:37]C(=O)C)=[CH:33][CH:32]=3)[CH:24]=2)[O:6]1)(=O)C.[BrH:41].[OH2:42], predict the reaction product. The product is: [C:12]([O:11][C@H:10]1[C@H:9]([O:15][C:16](=[O:18])[CH3:17])[C@@H:8]([O:19][C:20](=[O:22])[CH3:21])[C@H:7]([C:23]2[CH:28]=[CH:27][C:26]([Cl:29])=[C:25]([CH2:30][C:31]3[CH:32]=[CH:33][C:34]([OH:37])=[CH:35][CH:36]=3)[CH:24]=2)[O:6][CH:5]1[Br:41])(=[O:42])[CH3:13]. (5) Given the reactants [CH3:1][C:2]1[C:6]2[N:7]=[C:8]([C:17]3[CH:18]=[N:19][C:20]([NH2:23])=[N:21][CH:22]=3)[N:9]=[C:10]([N:11]3[CH2:16][CH2:15][O:14][CH2:13][CH2:12]3)[C:5]=2[S:4][C:3]=1[C:24]1[CH:29]=[CH:28][CH:27]=[C:26]([S:30]([CH3:33])(=[O:32])=[O:31])[CH:25]=1.[CH3:34]N1CCCC1=O.CI, predict the reaction product. The product is: [CH3:34][NH:23][C:20]1[N:21]=[CH:22][C:17]([C:8]2[N:9]=[C:10]([N:11]3[CH2:16][CH2:15][O:14][CH2:13][CH2:12]3)[C:5]3[S:4][C:3]([C:24]4[CH:29]=[CH:28][CH:27]=[C:26]([S:30]([CH3:33])(=[O:32])=[O:31])[CH:25]=4)=[C:2]([CH3:1])[C:6]=3[N:7]=2)=[CH:18][N:19]=1. (6) Given the reactants [F:1][C:2]1[CH:3]=[C:4]2[C:8](=[CH:9][CH:10]=1)[NH:7][CH:6]=[CH:5]2.Cl.O.[NH:13]1[CH2:18][CH2:17][C:16](=O)[CH2:15][CH2:14]1, predict the reaction product. The product is: [F:1][C:2]1[CH:3]=[C:4]2[C:8](=[CH:9][CH:10]=1)[NH:7][CH:6]=[C:5]2[CH:16]1[CH2:17][CH2:18][NH:13][CH2:14][CH2:15]1. (7) The product is: [S:1]1[CH:5]=[CH:4][C:3]2[C:6]([C:10](=[O:19])[CH2:12][CH3:13])=[CH:7][CH:8]=[CH:9][C:2]1=2. Given the reactants [S:1]1[CH:5]=[CH:4][C:3]2[C:6]([C:10]#N)=[CH:7][CH:8]=[CH:9][C:2]1=2.[CH2:12]([Mg]Cl)[CH3:13].Cl.CC[O:19]CC, predict the reaction product. (8) Given the reactants F[C:2](F)(F)[C:3]([OH:5])=O.[CH3:8][O:9][C:10]1[CH:15]=[CH:14][C:13]([C:16]2[N:20]=[C:19]([C@H:21]3[CH2:26][CH2:25][CH2:24][CH2:23][NH:22]3)[O:18][N:17]=2)=[CH:12][CH:11]=1.CCN(C(C)C)C(C)C.O(CC(Cl)=O)C1[CH:42]=[CH:41][CH:40]=[CH:39]C=1.[O:47](CC(O)=O)[C:48]1C=CC=C[CH:49]=1.CN(C(ON1N=NC2C=CC=NC1=2)=[N+](C)C)C.F[P-](F)(F)(F)(F)F.CCN(C(C)C)C(C)C, predict the reaction product. The product is: [CH3:8][O:9][C:10]1[CH:11]=[CH:12][C:13]([C:16]2[N:20]=[C:19]([C@H:21]3[CH2:26][CH2:25][CH2:24][CH2:23][N:22]3[C:48](=[O:47])[CH2:49][O:5][C:3]3[CH:2]=[CH:42][CH:41]=[CH:40][CH:39]=3)[O:18][N:17]=2)=[CH:14][CH:15]=1. (9) Given the reactants [CH:1]([N:4]1[C:8]([C:9]2[N:18]=[C:17]3[N:11]([CH2:12][CH2:13][O:14][C:15]4[CH:22]=[C:21](OS(C(F)(F)F)(=O)=O)[N:20]=[CH:19][C:16]=43)[CH:10]=2)=[N:7][CH:6]=[N:5]1)([CH3:3])[CH3:2].C(=O)([O-])[O-].[Na+].[Na+].C1(P(C2C=CC=CC=2)C2C=CC=CC=2)C=CC=CC=1.[C:56]([O:60][C:61]([N:63]1[CH2:68][CH:67]=[C:66](B2OC(C)(C)C(C)(C)O2)[CH2:65][CH2:64]1)=[O:62])([CH3:59])([CH3:58])[CH3:57], predict the reaction product. The product is: [C:56]([O:60][C:61]([N:63]1[CH2:64][CH:65]=[C:66]([C:21]2[N:20]=[CH:19][C:16]3[C:17]4[N:11]([CH2:12][CH2:13][O:14][C:15]=3[CH:22]=2)[CH:10]=[C:9]([C:8]2[N:4]([CH:1]([CH3:3])[CH3:2])[N:5]=[CH:6][N:7]=2)[N:18]=4)[CH2:67][CH2:68]1)=[O:62])([CH3:59])([CH3:57])[CH3:58].